This data is from Reaction yield outcomes from USPTO patents with 853,638 reactions. The task is: Predict the reaction yield, written as a fraction of the theoretical maximum amount of product (1.0 means a 100% yield; for example, 0.34 means a 34% yield). (1) The reactants are S(=C([NH:13]C(=O)[O-])C#CC1C=CC=CC=1)(=O)=O.[N:17](C(OC(C)C)=O)=[N:18]C(OC(C)C)=O.[CH3:31][O:32][C:33]1[CH:38]=[CH:37][C:36]([C:39]2[CH:44]=[CH:43][C:42]([S:45]([NH:48][C:49](=O)OC(C)(C)C)(=[O:47])=[O:46])=[CH:41][CH:40]=2)=[CH:35][CH:34]=1.[C:56]1([C:62]#[C:63]CO)[CH:61]=[CH:60][CH:59]=[CH:58][CH:57]=1.C1C=CC(P(C2C=CC=CC=2)C2C=CC=CC=2)=CC=1. The catalyst is C1COCC1. The product is [CH3:31][O:32][C:33]1[CH:34]=[CH:35][C:36]([C:39]2[CH:40]=[CH:41][C:42]([S:45]([NH:48][CH2:49][C:63]3[NH:18][N:17]=[N:13][C:62]=3[C:56]3[CH:61]=[CH:60][CH:59]=[CH:58][CH:57]=3)(=[O:46])=[O:47])=[CH:43][CH:44]=2)=[CH:37][CH:38]=1. The yield is 0.780. (2) The yield is 0.760. The catalyst is O. The product is [CH2:2]([O:6][C:8]1[N:16]=[C:15]2[C:11]([NH:12][CH:13]=[N:14]2)=[C:10]([NH2:17])[N:9]=1)[CH2:3][CH2:4][CH3:5]. The reactants are [Na].[CH2:2]([OH:6])[CH2:3][CH2:4][CH3:5].Cl[C:8]1[N:16]=[C:15]2[C:11]([NH:12][CH:13]=[N:14]2)=[C:10]([NH2:17])[N:9]=1. (3) The yield is 0.460. The reactants are O[CH:2]1[O:6][C:5](=O)[CH:4]=[C:3]1[C:8]1[CH:13]=[CH:12][C:11]([O:14][CH3:15])=[CH:10][CH:9]=1.[CH3:16][NH:17][NH2:18]. The product is [CH3:15][O:14][C:11]1[CH:12]=[CH:13][C:8]([C:3]2[CH:2]=[N:18][N:17]([CH3:16])[C:5](=[O:6])[CH:4]=2)=[CH:9][CH:10]=1. The catalyst is C(O)C.